Task: Predict the product of the given reaction.. Dataset: Forward reaction prediction with 1.9M reactions from USPTO patents (1976-2016) (1) Given the reactants [F:1][C:2]([F:23])([F:22])[O:3][C:4]1[CH:9]=[CH:8][C:7]([S:10]([C:13]2([CH:16]3[CH2:21][CH2:20][NH:19][CH2:18][CH2:17]3)[CH2:15][CH2:14]2)(=[O:12])=[O:11])=[CH:6][CH:5]=1.[N:24]1[CH:29]=[CH:28][C:27]([NH:30][C:31](=O)[O:32]C2C=CC=CC=2)=[CH:26][N:25]=1.C(N(C(C)C)C(C)C)C.O, predict the reaction product. The product is: [N:24]1[CH:29]=[CH:28][C:27]([NH:30][C:31]([N:19]2[CH2:20][CH2:21][CH:16]([C:13]3([S:10]([C:7]4[CH:6]=[CH:5][C:4]([O:3][C:2]([F:1])([F:22])[F:23])=[CH:9][CH:8]=4)(=[O:11])=[O:12])[CH2:15][CH2:14]3)[CH2:17][CH2:18]2)=[O:32])=[CH:26][N:25]=1. (2) The product is: [CH3:15][C:14]1[C:10]([C:8]2[S:9][C:5]3[CH:4]=[C:3]([CH2:2][N:23]4[CH2:24][CH2:25][N:20]([CH3:19])[CH2:21][CH2:22]4)[CH:18]=[CH:17][C:6]=3[N:7]=2)=[C:11]([NH2:16])[NH:12][N:13]=1. Given the reactants Br[CH2:2][C:3]1[CH:18]=[CH:17][C:6]2[N:7]=[C:8]([C:10]3[C:14]([CH3:15])=[N:13][NH:12][C:11]=3[NH2:16])[S:9][C:5]=2[CH:4]=1.[CH3:19][N:20]1[CH2:25][CH2:24][NH:23][CH2:22][CH2:21]1, predict the reaction product. (3) The product is: [Cl:1][C:2]1[CH:7]=[CH:6][C:5]([C:8]2[N:17]=[C:16]([C:18]([O:20][CH2:21][CH3:22])=[O:19])[S:10][N:9]=2)=[C:4]([O:14][CH3:15])[CH:3]=1. Given the reactants [Cl:1][C:2]1[CH:7]=[CH:6][C:5]([C:8]2OC(=O)[S:10][N:9]=2)=[C:4]([O:14][CH3:15])[CH:3]=1.[C:16]([C:18]([O:20][CH2:21][CH3:22])=[O:19])#[N:17], predict the reaction product.